Dataset: Forward reaction prediction with 1.9M reactions from USPTO patents (1976-2016). Task: Predict the product of the given reaction. (1) Given the reactants Br[C:2]1[CH:3]=[N:4][CH:5]=[C:6]([C:8]([F:11])([F:10])[F:9])[CH:7]=1.C([Li])CCC.C([Mg]Cl)CCC.[C:23](=[O:25])=[O:24].[OH-].[Na+], predict the reaction product. The product is: [F:9][C:8]([F:11])([F:10])[C:6]1[CH:5]=[N:4][CH:3]=[C:2]([CH:7]=1)[C:23]([OH:25])=[O:24]. (2) The product is: [CH2:9]([NH:8][C:3]([CH2:6][OH:7])([CH2:4][OH:5])[CH2:2][OH:1])[CH2:10][CH2:11][CH2:12][CH2:13][CH2:14][CH2:15][CH2:16][CH2:17][CH2:18][CH2:19][CH2:20][CH2:21][CH2:22][CH2:23][CH2:24][CH2:25][CH3:26]. Given the reactants [OH:1][CH2:2][C:3]([N-:8][CH2:9][CH2:10][CH2:11][CH2:12][CH2:13][CH2:14][CH2:15][CH2:16][CH2:17][CH2:18][CH2:19][CH2:20][CH2:21][CH2:22][CH2:23][CH2:24][CH2:25][CH3:26])([CH2:6][OH:7])[CH2:4][OH:5].[H]1[BH2][H][BH2]1, predict the reaction product. (3) Given the reactants [CH2:1]([O:3][C:4]([C:6]1[CH:11]=[C:10]([CH3:12])[C:9]([CH2:13][CH:14](C)C)=[CH:8][N:7]=1)=[O:5])[CH3:2].BrC1C=C(C)C(Br)=CN=1, predict the reaction product. The product is: [CH2:1]([O:3][C:4]([C:6]1[CH:11]=[C:10]([CH3:12])[C:9]([CH2:13][CH3:14])=[CH:8][N:7]=1)=[O:5])[CH3:2]. (4) Given the reactants [CH3:1][N:2]1[CH:6]=[CH:5][C:4]([NH2:7])=[N:3]1.[C:8]([O:12][C:13]([C:15]1[CH:35]=[CH:34][C:18]([O:19][C:20]2[C:25]3[CH2:26][C:27]([CH3:30])([CH3:29])[O:28][C:24]=3[CH:23]=[C:22]([C:31](O)=[O:32])[CH:21]=2)=[CH:17][C:16]=1[F:36])=[O:14])([CH3:11])([CH3:10])[CH3:9], predict the reaction product. The product is: [C:8]([O:12][C:13](=[O:14])[C:15]1[CH:35]=[CH:34][C:18]([O:19][C:20]2[C:25]3[CH2:26][C:27]([CH3:29])([CH3:30])[O:28][C:24]=3[CH:23]=[C:22]([C:31](=[O:32])[NH:7][C:4]3[CH:5]=[CH:6][N:2]([CH3:1])[N:3]=3)[CH:21]=2)=[CH:17][C:16]=1[F:36])([CH3:9])([CH3:10])[CH3:11].